This data is from Forward reaction prediction with 1.9M reactions from USPTO patents (1976-2016). The task is: Predict the product of the given reaction. Given the reactants [CH:1]([O:4][C:5](=[O:19])[C:6]1[CH:11]=[CH:10][C:9]([O:12][CH:13]([CH3:15])[CH3:14])=[C:8]([N:16]=[C:17]=[S:18])[CH:7]=1)([CH3:3])[CH3:2].[NH2:20]C1C=C(C=CC=1OC(F)(F)F)C(N)=O.N, predict the reaction product. The product is: [CH:1]([O:4][C:5](=[O:19])[C:6]1[CH:11]=[CH:10][C:9]([O:12][CH:13]([CH3:14])[CH3:15])=[C:8]([NH:16][C:17]([NH2:20])=[S:18])[CH:7]=1)([CH3:2])[CH3:3].